This data is from Full USPTO retrosynthesis dataset with 1.9M reactions from patents (1976-2016). The task is: Predict the reactants needed to synthesize the given product. (1) The reactants are: [CH:1]1([N:4]2[C:8]([C:9]([O:11][CH2:12][CH3:13])=[O:10])=[C:7]([C:14]([O:16][CH2:17][CH3:18])=[O:15])[N:6]=[CH:5]2)[CH2:3][CH2:2]1.C1C(=O)N([Br:26])C(=O)C1. Given the product [Br:26][C:5]1[N:4]([CH:1]2[CH2:2][CH2:3]2)[C:8]([C:9]([O:11][CH2:12][CH3:13])=[O:10])=[C:7]([C:14]([O:16][CH2:17][CH3:18])=[O:15])[N:6]=1, predict the reactants needed to synthesize it. (2) Given the product [CH:31]([N:14]([CH2:13][C@@H:11]1[CH2:12][NH:8][CH2:9][C@H:10]1[O:34][C:60](=[O:61])[NH:44][CH2:43][C:42]1[CH:45]=[CH:46][CH:47]=[CH:48][C:41]=1[N:35]1[CH2:40][CH2:39][O:38][CH2:37][CH2:36]1)[C:15](=[O:30])[C:16]1[CH:21]=[CH:20][C:19]([O:22][CH3:23])=[C:18]([O:24][CH2:25][CH2:26][CH2:27][O:28][CH3:29])[CH:17]=1)([CH3:33])[CH3:32].[N:35]1([C:41]2[CH:48]=[CH:47][CH:46]=[CH:45][C:42]=2[CH2:43][NH2:44])[CH2:40][CH2:39][O:38][CH2:37][CH2:36]1, predict the reactants needed to synthesize it. The reactants are: C(OC([N:8]1[CH2:12][C@@H:11]([CH2:13][N:14]([CH:31]([CH3:33])[CH3:32])[C:15](=[O:30])[C:16]2[CH:21]=[CH:20][C:19]([O:22][CH3:23])=[C:18]([O:24][CH2:25][CH2:26][CH2:27][O:28][CH3:29])[CH:17]=2)[C@H:10]([OH:34])[CH2:9]1)=O)(C)(C)C.[N:35]1([C:41]2[CH:48]=[CH:47][CH:46]=[CH:45][C:42]=2[CH2:43][NH2:44])[CH2:40][CH2:39][O:38][CH2:37][CH2:36]1.BrC1C=CC=CC=1C#N.N1CC[O:61][CH2:60]C1. (3) Given the product [CH2:4]=[CH:3][CH2:2][CH2:6][CH2:8][CH2:9][CH2:19][CH2:13][CH2:12][CH2:15][CH2:16][CH3:17], predict the reactants needed to synthesize it. The reactants are: Cl[CH2:2][CH:3](Cl)[CH3:4].[CH2:6]([CH:8]1O[CH2:9]1)Cl.C[C:12](=[CH:15][CH2:16][CH3:17])[CH:13]=O.Cl[CH2:19]C(Cl)CCl.